This data is from NCI-60 drug combinations with 297,098 pairs across 59 cell lines. The task is: Regression. Given two drug SMILES strings and cell line genomic features, predict the synergy score measuring deviation from expected non-interaction effect. (1) Drug 1: C1=CC(=C2C(=C1NCCNCCO)C(=O)C3=C(C=CC(=C3C2=O)O)O)NCCNCCO. Drug 2: CC12CCC3C(C1CCC2O)C(CC4=C3C=CC(=C4)O)CCCCCCCCCS(=O)CCCC(C(F)(F)F)(F)F. Cell line: NCI-H522. Synergy scores: CSS=51.2, Synergy_ZIP=-0.701, Synergy_Bliss=-0.595, Synergy_Loewe=-9.82, Synergy_HSA=1.50. (2) Drug 1: COC1=CC(=CC(=C1O)OC)C2C3C(COC3=O)C(C4=CC5=C(C=C24)OCO5)OC6C(C(C7C(O6)COC(O7)C8=CC=CS8)O)O. Drug 2: CCCS(=O)(=O)NC1=C(C(=C(C=C1)F)C(=O)C2=CNC3=C2C=C(C=N3)C4=CC=C(C=C4)Cl)F. Cell line: RXF 393. Synergy scores: CSS=15.2, Synergy_ZIP=-7.71, Synergy_Bliss=-6.62, Synergy_Loewe=-18.5, Synergy_HSA=-3.93. (3) Drug 2: C1=NC2=C(N=C(N=C2N1C3C(C(C(O3)CO)O)F)Cl)N. Drug 1: CN1C(=O)N2C=NC(=C2N=N1)C(=O)N. Cell line: TK-10. Synergy scores: CSS=3.79, Synergy_ZIP=1.11, Synergy_Bliss=9.46, Synergy_Loewe=-5.14, Synergy_HSA=-0.980. (4) Drug 1: CC1OCC2C(O1)C(C(C(O2)OC3C4COC(=O)C4C(C5=CC6=C(C=C35)OCO6)C7=CC(=C(C(=C7)OC)O)OC)O)O. Drug 2: CC1=C(C(CCC1)(C)C)C=CC(=CC=CC(=CC(=O)O)C)C. Cell line: EKVX. Synergy scores: CSS=7.66, Synergy_ZIP=-4.94, Synergy_Bliss=-3.28, Synergy_Loewe=-11.3, Synergy_HSA=-5.48. (5) Drug 1: CC(C1=C(C=CC(=C1Cl)F)Cl)OC2=C(N=CC(=C2)C3=CN(N=C3)C4CCNCC4)N. Drug 2: CN1C(=O)N2C=NC(=C2N=N1)C(=O)N. Synergy scores: CSS=3.91, Synergy_ZIP=-3.68, Synergy_Bliss=-4.84, Synergy_Loewe=-6.49, Synergy_HSA=-5.23. Cell line: SW-620. (6) Drug 1: C1CCC(CC1)NC(=O)N(CCCl)N=O. Drug 2: CCN(CC)CCCC(C)NC1=C2C=C(C=CC2=NC3=C1C=CC(=C3)Cl)OC. Cell line: HCT-15. Synergy scores: CSS=41.3, Synergy_ZIP=13.5, Synergy_Bliss=13.8, Synergy_Loewe=7.80, Synergy_HSA=15.4. (7) Drug 1: CN(CC1=CN=C2C(=N1)C(=NC(=N2)N)N)C3=CC=C(C=C3)C(=O)NC(CCC(=O)O)C(=O)O. Drug 2: CC1=C(C(CCC1)(C)C)C=CC(=CC=CC(=CC(=O)O)C)C. Cell line: DU-145. Synergy scores: CSS=20.0, Synergy_ZIP=2.77, Synergy_Bliss=3.88, Synergy_Loewe=-33.2, Synergy_HSA=-6.30. (8) Drug 1: C1=C(C(=O)NC(=O)N1)N(CCCl)CCCl. Drug 2: C1=NC2=C(N1)C(=S)N=CN2. Cell line: T-47D. Synergy scores: CSS=-0.722, Synergy_ZIP=-8.38, Synergy_Bliss=-15.5, Synergy_Loewe=-18.7, Synergy_HSA=-15.2. (9) Drug 1: C(=O)(N)NO. Drug 2: CC(C)NC(=O)C1=CC=C(C=C1)CNNC.Cl. Cell line: SW-620. Synergy scores: CSS=9.77, Synergy_ZIP=-3.34, Synergy_Bliss=-0.497, Synergy_Loewe=-1.48, Synergy_HSA=0.0398. (10) Drug 1: C1CCC(CC1)NC(=O)N(CCCl)N=O. Drug 2: CC1CCC2CC(C(=CC=CC=CC(CC(C(=O)C(C(C(=CC(C(=O)CC(OC(=O)C3CCCCN3C(=O)C(=O)C1(O2)O)C(C)CC4CCC(C(C4)OC)OCCO)C)C)O)OC)C)C)C)OC. Cell line: HOP-92. Synergy scores: CSS=18.0, Synergy_ZIP=-9.59, Synergy_Bliss=-6.22, Synergy_Loewe=-4.61, Synergy_HSA=-3.87.